Task: Predict the reactants needed to synthesize the given product.. Dataset: Full USPTO retrosynthesis dataset with 1.9M reactions from patents (1976-2016) (1) The reactants are: [CH:1]1([CH:7]([N:19]2[C:23]3[CH:24]=[C:25]([F:29])[C:26]([F:28])=[CH:27][C:22]=3[N:21]=[C:20]2[C:30]2[C:31]([O:38][CH3:39])=[N:32][C:33]([O:36][CH3:37])=[CH:34][CH:35]=2)[CH2:8]OC2C=CC(C(O)=O)=CN=2)[CH2:6][CH2:5][CH2:4][CH2:3][CH2:2]1.[CH3:40][O:41][C:42](=[O:52])[C:43]1[CH:48]=[C:47]([F:49])[C:46]([OH:50])=[C:45]([F:51])[CH:44]=1. Given the product [CH3:40][O:41][C:42](=[O:52])[C:43]1[CH:44]=[C:45]([F:51])[C:46]([O:50][CH2:8][CH:7]([CH:1]2[CH2:6][CH2:5][CH2:4][CH2:3][CH2:2]2)[N:19]2[C:23]3[CH:24]=[C:25]([F:29])[C:26]([F:28])=[CH:27][C:22]=3[N:21]=[C:20]2[C:30]2[C:31]([O:38][CH3:39])=[N:32][C:33]([O:36][CH3:37])=[CH:34][CH:35]=2)=[C:47]([F:49])[CH:48]=1, predict the reactants needed to synthesize it. (2) Given the product [Cl:11][C:7]1[CH:6]=[C:5]([C:3]2[N:27]=[C:26]([N:22]3[CH2:21][CH:20]4[CH2:25][CH:23]3[CH2:24][NH:19]4)[S:28][CH:2]=2)[CH:10]=[CH:9][N:8]=1, predict the reactants needed to synthesize it. The reactants are: Cl[CH2:2][C:3]([C:5]1[CH:10]=[CH:9][N:8]=[C:7]([Cl:11])[CH:6]=1)=O.C(OC([N:19]1[CH2:24][CH:23]2[CH2:25][CH:20]1[CH2:21][N:22]2[C:26](=[S:28])[NH2:27])=O)(C)(C)C.